This data is from Forward reaction prediction with 1.9M reactions from USPTO patents (1976-2016). The task is: Predict the product of the given reaction. (1) Given the reactants [C:1]([O:5][C:6]([N:8]1[CH2:12][C@@H:11]([CH2:13][C:14]2[CH:19]=[CH:18][CH:17]=[CH:16][CH:15]=2)[C@H:10]([C:20](O)=[O:21])[CH2:9]1)=[O:7])([CH3:4])([CH3:3])[CH3:2].CSC.B.CO, predict the reaction product. The product is: [C:1]([O:5][C:6]([N:8]1[CH2:9][C@@H:10]([CH2:20][OH:21])[C@H:11]([CH2:13][C:14]2[CH:15]=[CH:16][CH:17]=[CH:18][CH:19]=2)[CH2:12]1)=[O:7])([CH3:4])([CH3:2])[CH3:3]. (2) Given the reactants C(OC([N:8]1[CH2:13][CH2:12][CH:11]([CH2:14][O:15][C:16]2[C:25]3[C:20](=[CH:21][CH:22]=[C:23]([O:26][CH3:27])[N:24]=3)[N:19]=[CH:18][CH:17]=2)[CH2:10][CH2:9]1)=O)(C)(C)C, predict the reaction product. The product is: [CH3:27][O:26][C:23]1[CH:22]=[CH:21][C:20]2[C:25](=[C:16]([O:15][CH2:14][CH:11]3[CH2:12][CH2:13][NH:8][CH2:9][CH2:10]3)[CH:17]=[CH:18][N:19]=2)[N:24]=1. (3) Given the reactants [Na:1].[CH3:2][C:3]1[C:4]([CH2:21][S:22]([C:24]2[NH:28][C:27]3[CH:29]=[CH:30][CH:31]=[CH:32][C:26]=3[N:25]=2)=[O:23])=[N:5][CH:6]=[CH:7][C:8]=1[O:9][CH2:10][CH2:11][C:12]1([CH2:18]CC)[O:17][CH2:16][CH2:15][CH2:14][O:13]1.CC1(CCO)OCCCO1, predict the reaction product. The product is: [Na:1].[CH3:2][C:3]1[C:4]([CH2:21][S:22]([C:24]2[NH:25][C:26]3[CH:32]=[CH:31][CH:30]=[CH:29][C:27]=3[N:28]=2)=[O:23])=[N:5][CH:6]=[CH:7][C:8]=1[O:9][CH2:10][CH2:11][C:12]1([CH3:18])[O:17][CH2:16][CH2:15][CH2:14][O:13]1. (4) Given the reactants [Cl:1][C:2]1[CH:18]=[CH:17][C:5]2[N:6]([C:10]([O:12][C:13]([CH3:16])([CH3:15])[CH3:14])=[O:11])[C:7](=[O:9])[NH:8][C:4]=2[CH:3]=1.[H-].[Na+].Br[CH:22]([CH2:30][C:31]1[CH:36]=[CH:35][CH:34]=[CH:33][CH:32]=1)[C:23]([O:25][C:26]([CH3:29])([CH3:28])[CH3:27])=[O:24].[Cl-].[NH4+], predict the reaction product. The product is: [C:26]([O:25][C:23]([CH:22]([N:8]1[C:4]2[CH:3]=[C:2]([Cl:1])[CH:18]=[CH:17][C:5]=2[N:6]([C:10]([O:12][C:13]([CH3:14])([CH3:15])[CH3:16])=[O:11])[C:7]1=[O:9])[CH2:30][C:31]1[CH:32]=[CH:33][CH:34]=[CH:35][CH:36]=1)=[O:24])([CH3:29])([CH3:27])[CH3:28]. (5) The product is: [F:59][C:60]([F:65])([F:64])[C:61]([OH:63])=[O:62].[Cl:26][C:22]1[CH:23]=[C:24]2[C:19](=[CH:20][CH:21]=1)[NH:18][C:17]([S:14]([N:11]1[CH2:12][CH2:13][NH:8][CH:9]([CH2:27][C:28]([NH:47][S:44]([CH3:43])(=[O:46])=[O:45])=[O:30])[CH2:10]1)(=[O:16])=[O:15])=[CH:25]2. Given the reactants C(OC([N:8]1[CH2:13][CH2:12][N:11]([S:14]([C:17]2[NH:18][C:19]3[C:24]([CH:25]=2)=[CH:23][C:22]([Cl:26])=[CH:21][CH:20]=3)(=[O:16])=[O:15])[CH2:10][CH:9]1[CH2:27][C:28]([OH:30])=O)=O)(C)(C)C.C(N1C=CN=C1)(N1C=CN=C1)=O.[CH3:43][S:44]([NH2:47])(=[O:46])=[O:45].C1CCN2C(=NCCC2)CC1.[F:59][C:60]([F:65])([F:64])[C:61]([OH:63])=[O:62], predict the reaction product. (6) Given the reactants N[C:2]1[S:3][C:4]([Cl:12])=[C:5]([C:7]([O:9][CH2:10][CH3:11])=[O:8])[N:6]=1.N(OC(C)(C)C)=O.O, predict the reaction product. The product is: [Cl:12][C:4]1[S:3][CH:2]=[N:6][C:5]=1[C:7]([O:9][CH2:10][CH3:11])=[O:8]. (7) The product is: [Br:1][C:2]1[CH:3]=[C:4]([O:9][CH2:10][CH2:13][OH:14])[C:5]([Cl:8])=[N:6][CH:7]=1. Given the reactants [Br:1][C:2]1[CH:3]=[C:4]([O:9][CH3:10])[C:5]([Cl:8])=[N:6][CH:7]=1.BrC[CH2:13][OH:14], predict the reaction product. (8) The product is: [C:3]([O:7][C:8]([N:10]1[CH2:15][CH2:14][C@@:13]([C:16]2[CH:17]=[CH:18][C:19]([CH2:22][O:23][CH2:24][CH2:25][O:26][CH3:27])=[CH:20][CH:21]=2)([O:28][CH2:52][CH:49]2[CH2:50][CH2:51][O:46][CH2:47][CH2:48]2)[C@@H:12]([O:29][CH2:30][C:31]2[CH:32]=[CH:33][C:34]3[O:39][CH2:38][CH2:37][N:36]([CH2:40][CH2:41][CH2:42][O:43][CH3:44])[C:35]=3[CH:45]=2)[CH2:11]1)=[O:9])([CH3:5])([CH3:6])[CH3:4]. Given the reactants [H-].[Na+].[C:3]([O:7][C:8]([N:10]1[CH2:15][CH2:14][C@:13]([OH:28])([C:16]2[CH:21]=[CH:20][C:19]([CH2:22][O:23][CH2:24][CH2:25][O:26][CH3:27])=[CH:18][CH:17]=2)[C@@H:12]([O:29][CH2:30][C:31]2[CH:32]=[CH:33][C:34]3[O:39][CH2:38][CH2:37][N:36]([CH2:40][CH2:41][CH2:42][O:43][CH3:44])[C:35]=3[CH:45]=2)[CH2:11]1)=[O:9])([CH3:6])([CH3:5])[CH3:4].[O:46]1[CH2:51][CH2:50][CH:49]([CH2:52]OS(C2C=CC(C)=CC=2)(=O)=O)[CH2:48][CH2:47]1, predict the reaction product. (9) Given the reactants [C:1]([O:5][C:6](=[O:26])[C:7]1[CH:12]=[CH:11][C:10]([CH2:13][N:14]2[CH:23]=[CH:22][C:21]3[C:16](=[CH:17][C:18](Br)=[CH:19][CH:20]=3)[C:15]2=[O:25])=[CH:9][CH:8]=1)([CH3:4])([CH3:3])[CH3:2].C(N(CC)CC)C.[C:34]1([CH2:40][C:41]#[CH:42])[CH:39]=[CH:38][CH:37]=[CH:36][CH:35]=1, predict the reaction product. The product is: [C:1]([O:5][C:6](=[O:26])[C:7]1[CH:12]=[CH:11][C:10]([CH2:13][N:14]2[CH:23]=[CH:22][C:21]3[C:16](=[CH:17][C:18]([C:42]#[C:41][CH2:40][C:34]4[CH:39]=[CH:38][CH:37]=[CH:36][CH:35]=4)=[CH:19][CH:20]=3)[C:15]2=[O:25])=[CH:9][CH:8]=1)([CH3:4])([CH3:3])[CH3:2]. (10) The product is: [CH2:21]([N:30]([CH2:29][C:22]1[CH:27]=[CH:26][CH:25]=[CH:24][CH:23]=1)[CH2:2][CH2:3][NH:4][C:5]([CH:7]1[CH2:8][CH2:9][N:10]([C:13]2[C:14]([Cl:20])=[CH:15][N:16]=[CH:17][C:18]=2[Cl:19])[CH2:11][CH2:12]1)=[O:6])[C:22]1[CH:27]=[CH:26][CH:25]=[CH:24][CH:23]=1. Given the reactants N[CH2:2][CH2:3][NH:4][C:5]([CH:7]1[CH2:12][CH2:11][N:10]([C:13]2[C:18]([Cl:19])=[CH:17][N:16]=[CH:15][C:14]=2[Cl:20])[CH2:9][CH2:8]1)=[O:6].[CH:21](=O)[C:22]1[CH:27]=[CH:26][CH:25]=[CH:24][CH:23]=1.[C:29]([BH3-])#[N:30].[Na+], predict the reaction product.